Dataset: Catalyst prediction with 721,799 reactions and 888 catalyst types from USPTO. Task: Predict which catalyst facilitates the given reaction. (1) Reactant: C([O:8][CH2:9][C@H:10]1[CH2:14][N:13]([C:15]2[CH:24]=[C:23]3[C:18]([CH:19]=[C:20]([C:26]4[CH:31]=[CH:30][CH:29]=[CH:28][C:27]=4[C:32]([F:35])([F:34])[F:33])[NH:21][C:22]3=[O:25])=[CH:17][CH:16]=2)[C:12](=[O:36])[N:11]1[CH3:37])C1C=CC=CC=1.[H][H]. Product: [OH:8][CH2:9][C@H:10]1[CH2:14][N:13]([C:15]2[CH:24]=[C:23]3[C:18]([CH:19]=[C:20]([C:26]4[CH:31]=[CH:30][CH:29]=[CH:28][C:27]=4[C:32]([F:33])([F:35])[F:34])[NH:21][C:22]3=[O:25])=[CH:17][CH:16]=2)[C:12](=[O:36])[N:11]1[CH3:37]. The catalyst class is: 19. (2) Reactant: [CH:1]1([CH2:7][CH:8]([N:20]2[C:29](=[O:30])[C:28]3[C:23](=[CH:24][CH:25]=[C:26]([F:31])[CH:27]=3)[N:22]=[CH:21]2)[C:9]([NH:11][C:12]2[S:13][C:14]([C:17]([OH:19])=O)=[CH:15][N:16]=2)=[O:10])[CH2:6][CH2:5][CH2:4][CH2:3][CH2:2]1.CN(C(ON1N=NC2C=CC=CC1=2)=[N+](C)C)C.F[P-](F)(F)(F)(F)F.[CH3:56][CH2:57][N:58](CC)[CH2:59][CH3:60]. Product: [CH:1]1([CH2:7][CH:8]([N:20]2[C:29](=[O:30])[C:28]3[C:23](=[CH:24][CH:25]=[C:26]([F:31])[CH:27]=3)[N:22]=[CH:21]2)[C:9]([NH:11][C:12]2[S:13][C:14]([C:17]([N:58]([CH2:59][CH3:60])[CH2:57][CH3:56])=[O:19])=[CH:15][N:16]=2)=[O:10])[CH2:6][CH2:5][CH2:4][CH2:3][CH2:2]1. The catalyst class is: 3. (3) Reactant: C1(C)C=CC(S(O[CH2:11][CH:12]=[C:13]([C:16]([F:19])([F:18])[F:17])[CH2:14][CH3:15])(=O)=O)=CC=1.[F:21][C:22]([F:34])([F:33])[CH2:23][CH2:24][S:25]([CH2:28][C:29]([O:31][CH3:32])=[O:30])(=[O:27])=[O:26].[H-].[Na+].Cl. Product: [F:17][C:16]([F:19])([F:18])[C:13]([CH2:14][CH3:15])=[CH:12][CH2:11][CH:28]([S:25]([CH2:24][CH2:23][C:22]([F:21])([F:33])[F:34])(=[O:26])=[O:27])[C:29]([O:31][CH3:32])=[O:30]. The catalyst class is: 9. (4) Reactant: C(OC([N:8]1[CH2:13][CH2:12][CH:11]([NH:14][C:15]([C:17]2[S:21][C:20]([Br:22])=[N:19][C:18]=2[CH3:23])=[O:16])[CH2:10][CH2:9]1)=O)(C)(C)C.[ClH:24]. Product: [ClH:24].[NH:8]1[CH2:13][CH2:12][CH:11]([NH:14][C:15]([C:17]2[S:21][C:20]([Br:22])=[N:19][C:18]=2[CH3:23])=[O:16])[CH2:10][CH2:9]1. The catalyst class is: 13. (5) Reactant: [H-].[Na+].[F:3][C:4]1[CH:5]=[C:6]2[C:10](=[CH:11][CH:12]=1)[NH:9][C:8]([C:13]1[CH:14]=[N:15][CH:16]=[CH:17][CH:18]=1)=[CH:7]2.Br[CH2:20][C:21]1[CH:31]=[CH:30][C:24]([C:25]([O:27]CC)=[O:26])=[CH:23][CH:22]=1.O. Product: [F:3][C:4]1[CH:5]=[C:6]2[C:10](=[CH:11][CH:12]=1)[N:9]([CH2:20][C:21]1[CH:31]=[CH:30][C:24]([C:25]([OH:27])=[O:26])=[CH:23][CH:22]=1)[C:8]([C:13]1[CH:14]=[N:15][CH:16]=[CH:17][CH:18]=1)=[CH:7]2. The catalyst class is: 16. (6) Reactant: [N+:1]([C:4]1[CH:9]=[CH:8][CH:7]=[CH:6][C:5]=1[C:10]1[S:14][C:13]([NH:15][S:16]([CH3:19])(=[O:18])=[O:17])=[N:12][N:11]=1)([O-])=O.CC(O)C.[Cl-].[NH4+]. Product: [NH2:1][C:4]1[CH:9]=[CH:8][CH:7]=[CH:6][C:5]=1[C:10]1[S:14][C:13]([NH:15][S:16]([CH3:19])(=[O:18])=[O:17])=[N:12][N:11]=1. The catalyst class is: 150. (7) Reactant: [OH:1][C:2]1[CH:3]=[C:4]2[C:8](=[CH:9][CH:10]=1)[NH:7][CH:6]=[C:5]2[CH:11]([CH3:13])[CH3:12].C(=O)([O-])[O-].[K+].[K+].[CH3:20][C:21]1[CH:22]=[C:23]([N+:29]([O-:31])=[O:30])[CH:24]=[C:25]([CH3:28])[C:26]=1F.C(OCC)(=O)C. Product: [CH:11]([C:5]1[C:4]2[C:8](=[CH:9][CH:10]=[C:2]([O:1][C:26]3[C:21]([CH3:20])=[CH:22][C:23]([N+:29]([O-:31])=[O:30])=[CH:24][C:25]=3[CH3:28])[CH:3]=2)[NH:7][CH:6]=1)([CH3:13])[CH3:12]. The catalyst class is: 58. (8) Reactant: CC1C=CC(S(O[CH2:12][CH:13]2[O:18][C:17]3[CH:19]=[C:20]([Cl:23])[CH:21]=[CH:22][C:16]=3[O:15][CH2:14]2)(=O)=O)=CC=1.[CH2:24]([NH2:27])[CH2:25][CH3:26]. Product: [Cl:23][C:20]1[CH:21]=[CH:22][C:16]2[O:15][CH2:14][CH:13]([CH2:12][NH:27][CH2:24][CH2:25][CH3:26])[O:18][C:17]=2[CH:19]=1. The catalyst class is: 10.